This data is from Forward reaction prediction with 1.9M reactions from USPTO patents (1976-2016). The task is: Predict the product of the given reaction. (1) Given the reactants [CH3:1][S:2]([NH:5][C:6]([C:8]1[CH:13]=[CH:12][CH:11]=[C:10]([CH2:14][C:15]2[C:23]3[C:18](=[CH:19][C:20]([CH3:24])=[CH:21][CH:22]=3)[NH:17][C:16]=2[C:25]2[CH:30]=[CH:29][CH:28]=[CH:27][CH:26]=2)[N:9]=1)=[O:7])(=[O:4])=[O:3].[C:31](=O)([O-])[O-].[Cs+].[Cs+].CI, predict the reaction product. The product is: [CH3:1][S:2]([NH:5][C:6]([C:8]1[CH:13]=[CH:12][CH:11]=[C:10]([CH2:14][C:15]2[C:23]3[C:18](=[CH:19][C:20]([CH3:24])=[CH:21][CH:22]=3)[N:17]([CH3:31])[C:16]=2[C:25]2[CH:30]=[CH:29][CH:28]=[CH:27][CH:26]=2)[N:9]=1)=[O:7])(=[O:3])=[O:4]. (2) Given the reactants [S:1]1[C:5]2[CH:6]=[CH:7][CH:8]=[CH:9][C:4]=2[CH:3]=[C:2]1[CH2:10][C:11]1[CH:12]=[CH:13][C:14]([OH:56])=[C:15]([C@@H:17]2[O:46][C@H:45]([CH2:47][O:48][CH2:49][C:50]3[CH:55]=[CH:54][CH:53]=[CH:52][CH:51]=3)[C@@H:36]([O:37][CH2:38][C:39]3[CH:44]=[CH:43][CH:42]=[CH:41][CH:40]=3)[C@H:27]([O:28][CH2:29][C:30]3[CH:35]=[CH:34][CH:33]=[CH:32][CH:31]=3)[C@H:18]2[O:19][CH2:20][C:21]2[CH:26]=[CH:25][CH:24]=[CH:23][CH:22]=2)[CH:16]=1.[C:57](=O)([O-])[O-].[K+].[K+].CI, predict the reaction product. The product is: [S:1]1[C:5]2[CH:6]=[CH:7][CH:8]=[CH:9][C:4]=2[CH:3]=[C:2]1[CH2:10][C:11]1[CH:12]=[CH:13][C:14]([O:56][CH3:57])=[C:15]([C@@H:17]2[O:46][C@H:45]([CH2:47][O:48][CH2:49][C:50]3[CH:51]=[CH:52][CH:53]=[CH:54][CH:55]=3)[C@@H:36]([O:37][CH2:38][C:39]3[CH:40]=[CH:41][CH:42]=[CH:43][CH:44]=3)[C@H:27]([O:28][CH2:29][C:30]3[CH:35]=[CH:34][CH:33]=[CH:32][CH:31]=3)[C@H:18]2[O:19][CH2:20][C:21]2[CH:22]=[CH:23][CH:24]=[CH:25][CH:26]=2)[CH:16]=1. (3) The product is: [Cl:1][C:2]1[CH:3]=[C:4]([C:8](=[O:21])[C:9]([N:10]2[C:18](=[O:19])[C:17]3[C:12](=[CH:13][CH:14]=[CH:15][CH:16]=3)[C:11]2=[O:20])=[CH:24][N:25]([CH3:27])[CH3:26])[CH:5]=[CH:6][CH:7]=1. Given the reactants [Cl:1][C:2]1[CH:3]=[C:4]([C:8](=[O:21])[CH2:9][N:10]2[C:18](=[O:19])[C:17]3[C:12](=[CH:13][CH:14]=[CH:15][CH:16]=3)[C:11]2=[O:20])[CH:5]=[CH:6][CH:7]=1.CO[CH:24](OC)[N:25]([CH3:27])[CH3:26], predict the reaction product. (4) Given the reactants [Br:1][C:2]1[C:10]2[C:5](=[CH:6][CH:7]=[CH:8][C:9]=2[N+:11]([O-:13])=[O:12])[NH:4][N:3]=1.C(=O)([O-])[O-].[K+].[K+].Cl[CH2:21][C:22]([O:24][CH2:25][CH3:26])=[O:23], predict the reaction product. The product is: [Br:1][C:2]1[C:10]2[C:5](=[CH:6][CH:7]=[CH:8][C:9]=2[N+:11]([O-:13])=[O:12])[N:4]([CH2:21][C:22]([O:24][CH2:25][CH3:26])=[O:23])[N:3]=1. (5) Given the reactants [NH:1]([C:3]1[N:8]([CH2:9][CH:10]([CH3:12])[CH3:11])[C:7](=[O:13])[N:6]([CH3:14])[C:5](=[O:15])[CH:4]=1)[NH2:2].[S:16]1[C:20]2[CH:21]=[CH:22][CH:23]=[CH:24][C:19]=2[C:18]([CH:25]=O)=[CH:17]1.[CH:27]([C:29]1[N:33]([CH3:34])[CH:32]=[C:31]([C:35]([O:37][CH3:38])=[O:36])[CH:30]=1)=O, predict the reaction product. The product is: [S:16]1[C:20]2[CH:21]=[CH:22][CH:23]=[CH:24][C:19]=2[C:18]([CH2:25][N:2]2[C:27]([C:29]3[N:33]([CH3:34])[CH:32]=[C:31]([C:35]([O:37][CH3:38])=[O:36])[CH:30]=3)=[C:4]3[C:3]([N:8]([CH2:9][CH:10]([CH3:11])[CH3:12])[C:7](=[O:13])[N:6]([CH3:14])[C:5]3=[O:15])=[N:1]2)=[CH:17]1.